From a dataset of Full USPTO retrosynthesis dataset with 1.9M reactions from patents (1976-2016). Predict the reactants needed to synthesize the given product. (1) Given the product [CH2:1]([N:8]1[CH2:13][CH2:12][N:11]([CH:15]([CH3:21])[C:16]([O:18][CH2:19][CH3:20])=[O:17])[CH2:10][CH2:9]1)[C:2]1[CH:3]=[CH:4][CH:5]=[CH:6][CH:7]=1, predict the reactants needed to synthesize it. The reactants are: [CH2:1]([N:8]1[CH2:13][CH2:12][NH:11][CH2:10][CH2:9]1)[C:2]1[CH:7]=[CH:6][CH:5]=[CH:4][CH:3]=1.Br[CH:15]([CH3:21])[C:16]([O:18][CH2:19][CH3:20])=[O:17].C(N(C(C)C)C(C)C)C.O. (2) The reactants are: [CH2:1]([N:8]1[CH2:13][CH2:12][CH:11]([CH2:14][CH2:15][NH2:16])[CH2:10][CH2:9]1)[C:2]1[CH:7]=[CH:6][CH:5]=[CH:4][CH:3]=1.[CH3:17][C:18]1[NH:19][CH:20]=[C:21]([CH:23]=O)[N:22]=1.[C:25](O)(=[O:27])C.C(O[BH-](OC(=O)C)OC(=O)C)(=O)C.[Na+]. Given the product [CH2:1]([N:8]1[CH2:13][CH2:12][CH:11]([CH2:14][CH2:15][N:16]2[CH2:23][C:21]3=[CH:20][N:19]=[C:18]([CH3:17])[N:22]3[C:25]2=[O:27])[CH2:10][CH2:9]1)[C:2]1[CH:7]=[CH:6][CH:5]=[CH:4][CH:3]=1, predict the reactants needed to synthesize it. (3) Given the product [NH:1]1[C:9]2[C:4](=[CH:5][C:6]([C:10]3[C:19]([N:20]4[CH2:21][CH2:22][CH2:23][CH2:24][CH2:25]4)=[N:18][C:17]4[C:12](=[CH:13][CH:14]=[C:15]([C:26]([OH:28])=[O:27])[CH:16]=4)[N:11]=3)=[CH:7][CH:8]=2)[CH:3]=[CH:2]1, predict the reactants needed to synthesize it. The reactants are: [NH:1]1[C:9]2[C:4](=[CH:5][C:6]([C:10]3[C:19]([N:20]4[CH2:25][CH2:24][CH2:23][CH2:22][CH2:21]4)=[N:18][C:17]4[C:12](=[CH:13][CH:14]=[C:15]([C:26]([O:28]C)=[O:27])[CH:16]=4)[N:11]=3)=[CH:7][CH:8]=2)[CH:3]=[CH:2]1.[OH-].[Na+].O. (4) Given the product [Cl:33][C:31]1[CH:30]=[CH:29][C:28]([O:34][CH3:35])=[C:27]([S:24]([N:17]2[C:16]3[C:21](=[CH:22][CH:23]=[C:14]([C:12]([NH:11][C:8]4[CH:9]=[CH:10][C:5]([C:4]([OH:36])=[O:3])=[CH:6][CH:7]=4)=[O:13])[CH:15]=3)[NH:20][CH2:19][CH2:18]2)(=[O:26])=[O:25])[CH:32]=1, predict the reactants needed to synthesize it. The reactants are: C([O:3][C:4](=[O:36])[C:5]1[CH:10]=[CH:9][C:8]([NH:11][C:12]([C:14]2[CH:15]=[C:16]3[C:21](=[CH:22][CH:23]=2)[NH:20][CH2:19][CH2:18][N:17]3[S:24]([C:27]2[CH:32]=[C:31]([Cl:33])[CH:30]=[CH:29][C:28]=2[O:34][CH3:35])(=[O:26])=[O:25])=[O:13])=[CH:7][CH:6]=1)C.[OH-].[Na+]. (5) Given the product [CH2:28]([O:30][C:31]([C:33]1[CH:37]=[CH:36][N:35]([CH:38]([CH3:40])[CH3:39])[C:34]=1[CH:41]=[O:21])=[O:32])[CH3:29], predict the reactants needed to synthesize it. The reactants are: O=[N+]([O-])[O-].[O-][N+](=O)[O-].[O-][N+](=O)[O-].[O-][N+](=O)[O-].[O-][N+](=O)[O-].[O-:21][N+](=O)[O-].[Ce+4].[NH4+].[NH4+].[CH2:28]([O:30][C:31]([C:33]1[CH:37]=[CH:36][N:35]([CH:38]([CH3:40])[CH3:39])[C:34]=1[CH3:41])=[O:32])[CH3:29]. (6) Given the product [C:1]([O:4][C@H:5]1[O:18][C@H:17]([CH2:19][O:20][C:21](=[O:23])[CH3:22])[C@@H:12]([O:13][C:14](=[O:16])[CH3:15])[C@H:7]([O:8][C:9](=[O:11])[CH3:10])[C@H:6]1[NH2:24])(=[O:3])[CH3:2], predict the reactants needed to synthesize it. The reactants are: [C:1]([O:4][C@H:5]1[O:18][C@H:17]([CH2:19][O:20][C:21](=[O:23])[CH3:22])[C@@H:12]([O:13][C:14](=[O:16])[CH3:15])[C@H:7]([O:8][C:9](=[O:11])[CH3:10])[C@H:6]1[N:24]=[N+]=[N-])(=[O:3])[CH3:2]. (7) Given the product [Cl:7][C:8]1[CH:9]=[C:10]([C:15]2[C:16]([C:29]#[N:30])=[CH:17][NH:18][CH:1]=2)[CH:11]=[C:12]([Cl:14])[CH:13]=1, predict the reactants needed to synthesize it. The reactants are: [CH3:1]C([O-])(C)C.[K+].[Cl:7][C:8]1[CH:9]=[C:10]([CH:15]=[CH:16][C:17]#[N:18])[CH:11]=[C:12]([Cl:14])[CH:13]=1.CC1C=CC(S([CH2:29][N+:30]#[C-])(=O)=O)=CC=1. (8) Given the product [CH2:19]([O:7][C:8]1[CH:15]=[CH:14][C:11]([CH:12]=[O:13])=[CH:10][C:9]=1[N+:16]([O-:18])=[O:17])[C:20]1[CH:25]=[CH:24][CH:23]=[CH:22][CH:21]=1, predict the reactants needed to synthesize it. The reactants are: C(=O)([O-])[O-].[K+].[K+].[OH:7][C:8]1[CH:15]=[CH:14][C:11]([CH:12]=[O:13])=[CH:10][C:9]=1[N+:16]([O-:18])=[O:17].[CH2:19](Br)[C:20]1[CH:25]=[CH:24][CH:23]=[CH:22][CH:21]=1.O. (9) Given the product [Cl:1][C:2]1[CH:3]=[C:4]([CH:10]([CH3:18])[C:11]([O:13][CH3:14])=[O:12])[CH:5]=[CH:6][C:7]=1[C:8]#[N:9], predict the reactants needed to synthesize it. The reactants are: [Cl:1][C:2]1[CH:3]=[C:4]([CH2:10][C:11]([O:13][CH3:14])=[O:12])[CH:5]=[CH:6][C:7]=1[C:8]#[N:9].[H-].[Na+].I[CH3:18].